This data is from Forward reaction prediction with 1.9M reactions from USPTO patents (1976-2016). The task is: Predict the product of the given reaction. (1) Given the reactants [C:1]1([C:20]2[CH:25]=[CH:24][CH:23]=[CH:22][CH:21]=2)[CH:6]=[CH:5][C:4]([CH:7]([NH:12][C:13]([O:15][C:16]([CH3:19])([CH3:18])[CH3:17])=[O:14])[CH2:8][C:9]([NH2:11])=O)=[CH:3][CH:2]=1.C(N(CC)CC)C.FC(F)(F)C(OC(=O)C(F)(F)F)=O.O, predict the reaction product. The product is: [C:1]1([C:20]2[CH:21]=[CH:22][CH:23]=[CH:24][CH:25]=2)[CH:6]=[CH:5][C:4]([CH:7]([NH:12][C:13](=[O:14])[O:15][C:16]([CH3:19])([CH3:17])[CH3:18])[CH2:8][C:9]#[N:11])=[CH:3][CH:2]=1. (2) Given the reactants [Cl:1][C:2]1[C:3](=O)O[C:5]([CH3:9])=[C:6]([Cl:8])[N:7]=1.[C:11]([O:15][CH2:16][CH3:17])(=[O:14])[C:12]#C, predict the reaction product. The product is: [CH2:16]([O:15][C:11](=[O:14])[C:12]1[CH:3]=[C:2]([Cl:1])[N:7]=[C:6]([Cl:8])[C:5]=1[CH3:9])[CH3:17]. (3) Given the reactants CCN(CC)CC.N1C=CC=CC=1.C([O:16][C:17]([C:19]1[NH:23][C:22]2[CH:24]=[C:25]([Br:27])[S:26][C:21]=2[CH:20]=1)=[O:18])C.[CH:28]1([O:33][C:34]2[CH:39]=[CH:38][C:37](B(O)O)=[CH:36][CH:35]=2)[CH2:32][CH2:31][CH2:30][CH2:29]1, predict the reaction product. The product is: [Br:27][C:25]1[S:26][C:21]2[CH:20]=[C:19]([C:17]([OH:16])=[O:18])[N:23]([C:37]3[CH:38]=[CH:39][C:34]([O:33][CH:28]4[CH2:32][CH2:31][CH2:30][CH2:29]4)=[CH:35][CH:36]=3)[C:22]=2[CH:24]=1. (4) The product is: [NH:16]1[CH2:17][CH2:18][CH:13]([C:4]2[CH:5]=[CH:6][CH:7]=[C:8]([C:9]([F:11])([F:12])[F:10])[C:3]=2[OH:2])[CH2:14][CH2:15]1. Given the reactants C[O:2][C:3]1[C:8]([C:9]([F:12])([F:11])[F:10])=[CH:7][CH:6]=[CH:5][C:4]=1[CH:13]1[CH2:18][CH2:17][NH:16][CH2:15][CH2:14]1.Cl.N1C=CC=CC=1, predict the reaction product. (5) Given the reactants CN(C(SCN1CCOCC1)=S)C.COC1C=CC(C(C2C=CC(Cl)=CC=2)=CC(N2CCOCC2)=O)=CC=1OC.[CH3:41][CH:42]1[O:47][CH:46]([CH3:48])[CH2:45][N:44]([CH:49]2[CH2:60][CH2:59][CH2:58][CH2:57][CH2:56][CH2:55][CH2:54][CH2:53][CH2:52][CH2:51][CH2:50]2)[CH2:43]1.C[C@H]1O[C@@H](C)CN(CC(CC2C=CC(C(C)(C)C)=CC=2)C)C1.COC1C=CC(/C(/C2C=CC(F)=CC=2)=C\C(N2CCOCC2)=O)=CC=1OC.CCCCCCCCCCCCCN1CC(C)OC(C)C1, predict the reaction product. The product is: [CH3:60][CH2:59][CH2:58][CH2:57][CH2:56][CH2:55][CH2:54][CH2:53][CH2:52][CH2:51][CH2:50][CH2:49][N:44]1[CH2:43][CH:42]([CH3:41])[O:47][CH:46]([CH3:48])[CH2:45]1. (6) The product is: [I:22][CH2:2][C@H:3]1[O:7][C:6](=[O:8])[N:5]([C:9]2[CH:14]=[CH:13][C:12]([N:15]3[CH2:20][CH2:19][O:18][CH2:17][C:16]3=[O:21])=[CH:11][CH:10]=2)[CH2:4]1. Given the reactants Cl[CH2:2][C@H:3]1[O:7][C:6](=[O:8])[N:5]([C:9]2[CH:14]=[CH:13][C:12]([N:15]3[CH2:20][CH2:19][O:18][CH2:17][C:16]3=[O:21])=[CH:11][CH:10]=2)[CH2:4]1.[I-:22].[Na+], predict the reaction product. (7) Given the reactants [CH:1]([O:4][C:5](=[O:41])[CH2:6][O:7][C:8]1[CH:9]=[C:10]([C:14]2[N:23]=[C:22]([NH:24][C:25]3[CH:26]=[C:27]4[C:31](=[CH:32][CH:33]=3)[N:30](C(OC(C)(C)C)=O)[N:29]=[CH:28]4)[C:21]3[C:16](=[CH:17][CH:18]=[CH:19][CH:20]=3)[N:15]=2)[CH:11]=[CH:12][CH:13]=1)([CH3:3])[CH3:2].Cl, predict the reaction product. The product is: [NH:30]1[C:31]2[C:27](=[CH:26][C:25]([NH:24][C:22]3[C:21]4[C:16](=[CH:17][CH:18]=[CH:19][CH:20]=4)[N:15]=[C:14]([C:10]4[CH:9]=[C:8]([CH:13]=[CH:12][CH:11]=4)[O:7][CH2:6][C:5]([O:4][CH:1]([CH3:2])[CH3:3])=[O:41])[N:23]=3)=[CH:33][CH:32]=2)[CH:28]=[N:29]1.